Dataset: Catalyst prediction with 721,799 reactions and 888 catalyst types from USPTO. Task: Predict which catalyst facilitates the given reaction. (1) Reactant: [Cl:1][C:2]1[CH:31]=[C:30]([C:32]#[N:33])[CH:29]=[CH:28][C:3]=1[CH2:4][N:5]1[C:9]2[CH:10]=[C:11]([O:15][CH2:16][C:17]3[CH:26]=[CH:25][CH:24]=[CH:23][C:18]=3[C:19]([O:21]C)=[O:20])[CH:12]=[C:13]([CH3:14])[C:8]=2[N:7]=[C:6]1[CH3:27].[OH-].[Na+].COCCO.Cl. Product: [Cl:1][C:2]1[CH:31]=[C:30]([C:32]#[N:33])[CH:29]=[CH:28][C:3]=1[CH2:4][N:5]1[C:9]2[CH:10]=[C:11]([O:15][CH2:16][C:17]3[CH:26]=[CH:25][CH:24]=[CH:23][C:18]=3[C:19]([OH:21])=[O:20])[CH:12]=[C:13]([CH3:14])[C:8]=2[N:7]=[C:6]1[CH3:27]. The catalyst class is: 6. (2) Reactant: C([O:8][N:9]1[C:14]2[N:15]=[CH:16][N:17]=[CH:18][C:13]=2[C:12]([NH:19][CH:20]2[CH2:25][CH2:24][CH2:23][CH2:22][CH2:21]2)=[CH:11][C:10]1=[O:26])C1C=CC=CC=1.[H][H]. Product: [CH:20]1([NH:19][C:12]2[C:13]3[CH:18]=[N:17][CH:16]=[N:15][C:14]=3[N:9]([OH:8])[C:10](=[O:26])[CH:11]=2)[CH2:21][CH2:22][CH2:23][CH2:24][CH2:25]1. The catalyst class is: 352. (3) Reactant: [NH2:1][C:2]1[N:3]=[C:4]([C:17]2[O:18][CH:19]=[CH:20][CH:21]=2)[C:5]2[N:10]=[N:9][N:8]([CH2:11][C:12]([O:14]CC)=[O:13])[C:6]=2[N:7]=1.[OH-].[Na+].B(Br)(Br)Br. Product: [NH2:1][C:2]1[N:3]=[C:4]([C:17]2[O:18][CH:19]=[CH:20][CH:21]=2)[C:5]2[N:10]=[N:9][N:8]([CH2:11][C:12]([OH:14])=[O:13])[C:6]=2[N:7]=1. The catalyst class is: 5.